Dataset: Catalyst prediction with 721,799 reactions and 888 catalyst types from USPTO. Task: Predict which catalyst facilitates the given reaction. (1) Reactant: [OH-].[K+].[CH2:3]([NH:5][C:6]1[C:11]([CH:12]=O)=[C:10]([CH3:14])[N:9]=[C:8]([S:15][CH3:16])[N:7]=1)[CH3:4].[NH:17]1[C:21]([CH2:22][C:23]#[N:24])=[CH:20][N:19]=[CH:18]1. Product: [CH2:3]([N:5]1[C:6]2[N:7]=[C:8]([S:15][CH3:16])[N:9]=[C:10]([CH3:14])[C:11]=2[CH:12]=[C:22]([C:21]2[NH:17][CH:18]=[N:19][CH:20]=2)[C:23]1=[NH:24])[CH3:4]. The catalyst class is: 8. (2) Product: [F:13][C:10]1[CH:11]=[CH:12][C:7]([N:6]2[C:2]([B:24]([OH:29])[OH:25])=[CH:3][C:4]([C:15]([F:18])([F:17])[F:16])=[N:5]2)=[C:8]([CH3:14])[CH:9]=1. The catalyst class is: 1. Reactant: Br[C:2]1[N:6]([C:7]2[CH:12]=[CH:11][C:10]([F:13])=[CH:9][C:8]=2[CH3:14])[N:5]=[C:4]([C:15]([F:18])([F:17])[F:16])[CH:3]=1.C([Li])CCC.[B:24](OC(C)C)([O:29]C(C)C)[O:25]C(C)C. (3) Reactant: [Si]([O:8][C:9]1[CH:14]=[CH:13][C:12]([C:15]([CH:27]2[CH2:31][CH2:30][CH2:29][CH2:28]2)([CH3:26])[C:16]([O:18][CH:19]2[CH2:24][CH2:23][N:22]([CH3:25])[CH2:21][CH2:20]2)=[O:17])=[CH:11][CH:10]=1)(C(C)(C)C)(C)C.Cl. Product: [CH:27]1([C:15]([C:12]2[CH:11]=[CH:10][C:9]([OH:8])=[CH:14][CH:13]=2)([CH3:26])[C:16]([O:18][CH:19]2[CH2:24][CH2:23][N:22]([CH3:25])[CH2:21][CH2:20]2)=[O:17])[CH2:31][CH2:30][CH2:29][CH2:28]1. The catalyst class is: 5. (4) Reactant: [Br:1][C:2]1[CH:7]=[CH:6][CH:5]=[C:4]([N+:8]([O-:10])=[O:9])[C:3]=1[CH2:11]Br.[Cl:13][C:14]1[CH:19]=[CH:18][C:17]([S:20]([N:23]2[C:32]3[C:27](=[CH:28][CH:29]=[CH:30][CH:31]=3)[CH2:26][CH2:25][CH2:24]2)(=[O:22])=[O:21])=[CH:16][C:15]=1[NH:33][C:34](=[O:38])[O:35][CH2:36][CH3:37].C(=O)([O-])[O-].[Cs+].[Cs+]. Product: [Br:1][C:2]1[CH:7]=[CH:6][CH:5]=[C:4]([N+:8]([O-:10])=[O:9])[C:3]=1[CH2:11][N:33]([C:15]1[CH:16]=[C:17]([S:20]([N:23]2[C:32]3[C:27](=[CH:28][CH:29]=[CH:30][CH:31]=3)[CH2:26][CH2:25][CH2:24]2)(=[O:22])=[O:21])[CH:18]=[CH:19][C:14]=1[Cl:13])[C:34](=[O:38])[O:35][CH2:36][CH3:37]. The catalyst class is: 21. (5) Reactant: CS(C)=O.C(Cl)(=O)C(Cl)=O.[C:11]1([C:17]2[CH:18]=[N:19][N:20]3[CH:25]=[C:24]([C:26]4[CH:31]=[CH:30][C:29]([CH2:32][CH2:33][CH2:34][OH:35])=[CH:28][CH:27]=4)[CH:23]=[N:22][C:21]=23)[CH:16]=[CH:15][CH:14]=[CH:13][CH:12]=1.C(N(CC)CC)C. Product: [C:11]1([C:17]2[CH:18]=[N:19][N:20]3[CH:25]=[C:24]([C:26]4[CH:27]=[CH:28][C:29]([CH2:32][CH2:33][CH:34]=[O:35])=[CH:30][CH:31]=4)[CH:23]=[N:22][C:21]=23)[CH:12]=[CH:13][CH:14]=[CH:15][CH:16]=1. The catalyst class is: 4. (6) Reactant: [H-].[Na+].[I:3][C:4]1[CH:5]=[C:6]([CH:9]=[CH:10][CH:11]=1)[CH:7]=O.[NH4+].[Cl-].Cl.[C:15]([O:18][CH2:19][CH3:20])(=[O:17])[CH3:16]. Product: [I:3][C:4]1[CH:5]=[C:6](/[CH:7]=[CH:16]/[C:15]([O:18][CH2:19][CH3:20])=[O:17])[CH:9]=[CH:10][CH:11]=1. The catalyst class is: 20. (7) Reactant: [Br:1][C:2]1[CH:10]=[C:9]2[C:5]([CH2:6][C:7]3([CH2:22][CH2:21][CH:20]([O:23][CH3:24])[CH2:19][CH2:18]3)[C:8]2=[N:11][S:12]([C:14]([CH3:17])([CH3:16])[CH3:15])=[O:13])=[CH:4][CH:3]=1.[CH:25]([Mg]Br)=[CH2:26]. Product: [Br:1][C:2]1[CH:10]=[C:9]2[C:5]([CH2:6][C:7]3([CH2:22][CH2:21][CH:20]([O:23][CH3:24])[CH2:19][CH2:18]3)[C:8]2([NH:11][S:12]([C:14]([CH3:17])([CH3:16])[CH3:15])=[O:13])[CH:25]=[CH2:26])=[CH:4][CH:3]=1. The catalyst class is: 1.